This data is from Reaction yield outcomes from USPTO patents with 853,638 reactions. The task is: Predict the reaction yield, written as a fraction of the theoretical maximum amount of product (1.0 means a 100% yield; for example, 0.34 means a 34% yield). (1) The reactants are [CH:1]1([N:4]2[C:13]3[C:8](=[C:9]([NH:18][CH3:19])[C:10]([F:17])=[C:11](F)[C:12]=3[O:14][CH3:15])[C:7](=[O:20])[C:6]([C:21]([OH:23])=[O:22])=[CH:5]2)[CH2:3][CH2:2]1.[N:24]1[CH:29]=[CH:28][CH:27]=[CH:26][C:25]=1[NH:30][CH2:31][CH2:32][NH2:33].C(N(CC)CC)C. The catalyst is CS(C)=O. The product is [CH:1]1([N:4]2[C:13]3[C:8](=[C:9]([NH:18][CH3:19])[C:10]([F:17])=[C:11]([NH:33][CH2:32][CH2:31][NH:30][C:25]4[CH:26]=[CH:27][CH:28]=[CH:29][N:24]=4)[C:12]=3[O:14][CH3:15])[C:7](=[O:20])[C:6]([C:21]([OH:23])=[O:22])=[CH:5]2)[CH2:3][CH2:2]1. The yield is 0.550. (2) The reactants are CO[C:3](=[O:25])[C:4]1[CH:9]=[CH:8][C:7]([O:10][CH2:11][C:12]2[C:13]([C:18]3[CH:23]=[CH:22][CH:21]=[C:20]([F:24])[CH:19]=3)=[N:14][O:15][C:16]=2[CH3:17])=[N:6][CH:5]=1.[NH:26]1[CH2:31][CH2:30][O:29][CH2:28][CH2:27]1. No catalyst specified. The product is [F:24][C:20]1[CH:19]=[C:18]([C:13]2[C:12]([CH2:11][O:10][C:7]3[N:6]=[CH:5][C:4]([C:3]([N:26]4[CH2:31][CH2:30][O:29][CH2:28][CH2:27]4)=[O:25])=[CH:9][CH:8]=3)=[C:16]([CH3:17])[O:15][N:14]=2)[CH:23]=[CH:22][CH:21]=1. The yield is 0.500. (3) The reactants are [NH:1]1[C:9]2[C:4](=[CH:5][CH:6]=[C:7]([C:10]([OH:12])=O)[CH:8]=2)[CH:3]=[N:2]1.[NH:13]1[CH2:18][CH2:17][CH2:16][C@@H:15]2[C:19]3[CH:20]=[CH:21][CH:22]=[CH:23][C:24]=3[CH2:25][C@H:14]12.F[P-](F)(F)(F)(F)F.N1(OC(N(C)C)=[N+](C)C)C2N=CC=CC=2N=N1. No catalyst specified. The product is [N:13]1([C:10]([C:7]2[CH:8]=[C:9]3[C:4]([CH:3]=[N:2][NH:1]3)=[CH:5][CH:6]=2)=[O:12])[CH2:18][CH2:17][CH2:16][C@@H:15]2[C:19]3[CH:20]=[CH:21][CH:22]=[CH:23][C:24]=3[CH2:25][C@H:14]12. The yield is 0.0500. (4) The reactants are [Cl:1][C:2]1[CH:3]=[CH:4][C:5]([CH3:28])=[C:6]([CH:8]([O:20][CH2:21][CH2:22][NH:23][C:24]([O:26][CH3:27])=[O:25])[C:9]2[CH:10]=[C:11]([CH:17]=[CH:18][CH:19]=2)[C:12]([O:14]CC)=[O:13])[CH:7]=1.[OH-].[Li+].O. The catalyst is CO. The product is [Cl:1][C:2]1[CH:3]=[CH:4][C:5]([CH3:28])=[C:6]([CH:8]([O:20][CH2:21][CH2:22][NH:23][C:24]([O:26][CH3:27])=[O:25])[C:9]2[CH:10]=[C:11]([CH:17]=[CH:18][CH:19]=2)[C:12]([OH:14])=[O:13])[CH:7]=1. The yield is 0.840.